This data is from Forward reaction prediction with 1.9M reactions from USPTO patents (1976-2016). The task is: Predict the product of the given reaction. (1) Given the reactants [CH:1]1([C:10]([OH:12])=[O:11])[C:9]2[C:4](=[CH:5][CH:6]=[CH:7][CH:8]=2)[CH2:3][CH2:2]1.[CH:13]([N-]C(C)C)(C)C.[Li+].CI.CCOC(C)=O.CCCCCC, predict the reaction product. The product is: [CH3:13][C:1]1([C:10]([OH:12])=[O:11])[C:9]2[C:4](=[CH:5][CH:6]=[CH:7][CH:8]=2)[CH2:3][CH2:2]1. (2) The product is: [CH3:34][O:33][CH2:32][CH2:31][CH2:30][S:6][C:7]1[N:8]([C:17]2[CH:18]=[CH:19][C:20]([O:23][CH2:24][C:25]([F:28])([F:27])[F:26])=[CH:21][CH:22]=2)[C:9](=[O:16])[C:10]2[NH:15][CH:14]=[CH:13][C:11]=2[N:12]=1. Given the reactants C(=O)([O-])O.[Na+].[S:6]=[C:7]1[NH:12][C:11]2[CH:13]=[CH:14][NH:15][C:10]=2[C:9](=[O:16])[N:8]1[C:17]1[CH:22]=[CH:21][C:20]([O:23][CH2:24][C:25]([F:28])([F:27])[F:26])=[CH:19][CH:18]=1.Br[CH2:30][CH2:31][CH2:32][O:33][CH3:34].[I-].[Na+], predict the reaction product. (3) Given the reactants [Cl:1][C:2]1[CH:3]=[C:4]2[C:8](=[CH:9][CH:10]=1)[NH:7][CH:6]=[C:5]2/[CH:11]=[C:12]1\[O:13][C:14]2[C:21]([CH2:22][N:23]3[CH2:28][CH2:27][N:26](C(OC(C)(C)C)=O)[CH2:25][CH2:24]3)=[C:20]([OH:36])[CH:19]=[CH:18][C:15]=2[C:16]\1=[O:17].FC(F)(F)C(O)=O, predict the reaction product. The product is: [ClH:1].[ClH:1].[Cl:1][C:2]1[CH:3]=[C:4]2[C:8](=[CH:9][CH:10]=1)[NH:7][CH:6]=[C:5]2/[CH:11]=[C:12]1\[O:13][C:14]2[C:21]([CH2:22][N:23]3[CH2:24][CH2:25][NH:26][CH2:27][CH2:28]3)=[C:20]([OH:36])[CH:19]=[CH:18][C:15]=2[C:16]\1=[O:17]. (4) Given the reactants Cl[C:2]1[N:7]=[C:6]([C:8]2[S:12][C:11]([N:13]3[CH2:18][CH2:17][O:16][CH2:15][CH2:14]3)=[N:10][C:9]=2[C:19]2[C:20]([F:38])=[C:21]([NH:26][S:27]([C:30]3[CH:35]=[C:34]([F:36])[CH:33]=[CH:32][C:31]=3[F:37])(=[O:29])=[O:28])[CH:22]=[CH:23][C:24]=2[F:25])[CH:5]=[CH:4][N:3]=1.[NH4+:39].[OH-], predict the reaction product. The product is: [NH2:39][C:2]1[N:7]=[C:6]([C:8]2[S:12][C:11]([N:13]3[CH2:18][CH2:17][O:16][CH2:15][CH2:14]3)=[N:10][C:9]=2[C:19]2[C:20]([F:38])=[C:21]([NH:26][S:27]([C:30]3[CH:35]=[C:34]([F:36])[CH:33]=[CH:32][C:31]=3[F:37])(=[O:29])=[O:28])[CH:22]=[CH:23][C:24]=2[F:25])[CH:5]=[CH:4][N:3]=1. (5) Given the reactants C(OC([NH:8][C@@H:9]([CH2:23][CH2:24][S:25][CH3:26])[C:10]([O:12][C:13]1[CH:18]=[CH:17][C:16]([NH:19][C:20](=[O:22])[CH3:21])=[CH:15][CH:14]=1)=[O:11])=O)(C)(C)C.Cl, predict the reaction product. The product is: [NH2:8][C@@H:9]([CH2:23][CH2:24][S:25][CH3:26])[C:10]([O:12][C:13]1[CH:14]=[CH:15][C:16]([NH:19][C:20](=[O:22])[CH3:21])=[CH:17][CH:18]=1)=[O:11]. (6) Given the reactants [Br:1][C:2]1[CH:7]=[CH:6][C:5]([C:8](=[O:10])[CH3:9])=[CH:4][CH:3]=1.CO[CH:13](OC)[N:14]([CH3:16])[CH3:15], predict the reaction product. The product is: [Br:1][C:2]1[CH:7]=[CH:6][C:5]([C:8](=[O:10])[CH:9]=[CH:13][N:14]([CH3:16])[CH3:15])=[CH:4][CH:3]=1. (7) Given the reactants [CH2:1]([O:3][C:4](=[O:35])[CH2:5][CH2:6][CH2:7][C:8]1([C:30]([O:32][CH2:33][CH3:34])=[O:31])[C:14](=O)[C:13]2[CH:16]=[CH:17][CH:18]=[CH:19][C:12]=2[N:11]([S:20]([C:23]2[CH:28]=[CH:27][C:26]([CH3:29])=[CH:25][CH:24]=2)(=[O:22])=[O:21])[CH2:10][CH2:9]1)[CH3:2].[SiH](CC)(CC)CC.C(O)(C(F)(F)F)=O.B(F)(F)F.CCOCC.CS(O)(=O)=O, predict the reaction product. The product is: [CH2:1]([O:3][C:4](=[O:35])[CH2:5][CH2:6][CH2:7][C:8]1([C:30]([O:32][CH2:33][CH3:34])=[O:31])[CH2:14][C:13]2[CH:16]=[CH:17][CH:18]=[CH:19][C:12]=2[N:11]([S:20]([C:23]2[CH:28]=[CH:27][C:26]([CH3:29])=[CH:25][CH:24]=2)(=[O:21])=[O:22])[CH2:10][CH2:9]1)[CH3:2]. (8) Given the reactants [OH:1][C:2]1[CH:3]=[C:4]([C:8]2[C:17]3[C:12](=[C:13]([C:18]([F:21])([F:20])[F:19])[CH:14]=[CH:15][CH:16]=3)[N:11]=[CH:10][C:9]=2[C:22]([C:24]2[CH:29]=[CH:28][CH:27]=[CH:26][CH:25]=2)=[O:23])[CH:5]=[CH:6][CH:7]=1.Br[CH:31]1[C:39]2[C:34](=[CH:35][CH:36]=[CH:37][CH:38]=2)[C:33](=[O:40])[O:32]1, predict the reaction product. The product is: [C:22]([C:9]1[CH:10]=[N:11][C:12]2[C:17]([C:8]=1[C:4]1[CH:3]=[C:2]([CH:7]=[CH:6][CH:5]=1)[O:1][CH:31]1[C:39]3[CH:38]=[CH:37][CH:36]=[CH:35][C:34]=3[C:33](=[O:40])[O:32]1)=[CH:16][CH:15]=[CH:14][C:13]=2[C:18]([F:21])([F:19])[F:20])(=[O:23])[C:24]1[CH:25]=[CH:26][CH:27]=[CH:28][CH:29]=1.